This data is from Retrosynthesis with 50K atom-mapped reactions and 10 reaction types from USPTO. The task is: Predict the reactants needed to synthesize the given product. (1) Given the product COC(=O)c1cc(O)cc2cc(C)oc12, predict the reactants needed to synthesize it. The reactants are: COC(=O)c1cc(OC)cc2cc(C)oc12. (2) Given the product CC(C)(C)OC(=O)NC[C@@H]1C[C@H]1c1ccccc1Br, predict the reactants needed to synthesize it. The reactants are: CC(C)(C)OC(=O)OC(=O)OC(C)(C)C.NC[C@@H]1C[C@H]1c1ccccc1Br. (3) Given the product COCCn1nc(-c2ccncc2)cc1Cc1ccc(F)cc1, predict the reactants needed to synthesize it. The reactants are: COCCBr.Fc1ccc(Cc2cc(-c3ccncc3)n[nH]2)cc1. (4) Given the product COc1cc(N)c(C#N)c(F)c1, predict the reactants needed to synthesize it. The reactants are: COc1cc(F)c(C#N)c(F)c1.N. (5) Given the product O=C(O[C@H]1C[C@H](c2ccc3c(N[C@H]4CCc5ccccc54)ncnn23)C=C1COCc1ccccc1)c1ccccc1, predict the reactants needed to synthesize it. The reactants are: O=C(O)c1ccccc1.O[C@@H]1C[C@H](c2ccc3c(N[C@H]4CCc5ccccc54)ncnn23)C=C1COCc1ccccc1. (6) Given the product Cc1ccccc1C1CCN(C(=O)OC(C)(C)C)CC1C(=O)O, predict the reactants needed to synthesize it. The reactants are: Cc1ccccc1C1=C(C(=O)O)CN(C(=O)OC(C)(C)C)CC1. (7) Given the product CCOC(=O)Cc1ccc(Cc2ccc(-c3onc(C)c3NC(=O)O[C@H](C)c3ccccc3F)cc2)cc1, predict the reactants needed to synthesize it. The reactants are: CCOC(=O)Cc1ccc(B(O)O)cc1.Cc1noc(-c2ccc(CCl)cc2)c1NC(=O)O[C@H](C)c1ccccc1F. (8) Given the product CCOc1cc(C(C)(C)C)ncc1C1=N[C@@](C)(c2ccc(Cl)cc2)[C@@](C)(c2ccc(Cl)cc2)N1C(=O)N1CCN(CCOC)CC1, predict the reactants needed to synthesize it. The reactants are: CCOc1cc(C(C)(C)C)ncc1C1=N[C@@](C)(c2ccc(Cl)cc2)[C@@](C)(c2ccc(Cl)cc2)N1C(=O)Cl.COCCN1CCNCC1.